Dataset: Reaction yield outcomes from USPTO patents with 853,638 reactions. Task: Predict the reaction yield, written as a fraction of the theoretical maximum amount of product (1.0 means a 100% yield; for example, 0.34 means a 34% yield). (1) The reactants are [OH:1][C:2]1[CH:11]=[C:10]2[C:5]([CH2:6][CH2:7][C:8](=[O:12])[NH:9]2)=[CH:4][CH:3]=1.[CH2:13](N(CC)CC)C.C[Si](C=[N+]=[N-])(C)C. The catalyst is ClCCl.CO.C(#N)C. The product is [CH3:13][O:1][C:2]1[CH:11]=[C:10]2[C:5]([CH2:6][CH2:7][C:8](=[O:12])[NH:9]2)=[CH:4][CH:3]=1. The yield is 0.670. (2) The reactants are [CH3:1][C:2]1([CH3:16])[C:6]([CH3:8])([CH3:7])[O:5][B:4]([C:9]2[CH:14]=[CH:13][C:12]([OH:15])=[CH:11][CH:10]=2)[O:3]1.Br[CH2:18][CH2:19][O:20][CH:21]1[CH2:26][CH2:25][CH2:24][CH2:23][O:22]1.[H-].[Na+].Cl. The catalyst is O.C(OCC)(=O)C.CN(C)C=O. The product is [CH3:8][C:6]1([CH3:7])[C:2]([CH3:16])([CH3:1])[O:3][B:4]([C:9]2[CH:14]=[CH:13][C:12]([O:15][CH2:18][CH2:19][O:20][CH:21]3[CH2:26][CH2:25][CH2:24][CH2:23][O:22]3)=[CH:11][CH:10]=2)[O:5]1. The yield is 0.840. (3) The reactants are [CH3:1][C:2]1[C:3]([C:7]([O:9][CH2:10][CH3:11])=[O:8])=[N:4][NH:5][CH:6]=1.[CH3:12][O:13][C:14]1[CH:15]=[C:16](B(O)O)[CH:17]=[CH:18][CH:19]=1.N1C=CC=CC=1. The catalyst is CN(C)C(=O)C.C([O-])(=O)C.[Cu+2].C([O-])(=O)C. The product is [CH3:12][O:13][C:14]1[CH:19]=[C:18]([N:5]2[CH:6]=[C:2]([CH3:1])[C:3]([C:7]([O:9][CH2:10][CH3:11])=[O:8])=[N:4]2)[CH:17]=[CH:16][CH:15]=1. The yield is 0.460. (4) The reactants are F[C:2]1[C:11]([CH3:12])=[CH:10][C:5]([C:6]([O:8]C)=[O:7])=[CH:4][N:3]=1.[F:13][C:14]([F:18])([CH3:17])[CH2:15][OH:16]. No catalyst specified. The product is [F:13][C:14]([F:18])([CH3:17])[CH2:15][O:16][C:2]1[C:11]([CH3:12])=[CH:10][C:5]([C:6]([OH:8])=[O:7])=[CH:4][N:3]=1. The yield is 0.870. (5) The yield is 1.00. The reactants are [F:1][C:2]1[C:7]([CH3:8])=[CH:6][C:5]([NH:9][CH:10]2[CH2:15][CH2:14][N:13]([C@H:16]3[CH2:21][CH2:20][C@H:19]([O:22][CH:23]([CH3:25])[CH3:24])[CH2:18][CH2:17]3)[CH2:12][CH2:11]2)=[C:4]([N+:26]([O-])=O)[CH:3]=1.O.NN. The product is [F:1][C:2]1[CH:3]=[C:4]([NH2:26])[C:5]([NH:9][CH:10]2[CH2:15][CH2:14][N:13]([C@H:16]3[CH2:21][CH2:20][C@H:19]([O:22][CH:23]([CH3:24])[CH3:25])[CH2:18][CH2:17]3)[CH2:12][CH2:11]2)=[CH:6][C:7]=1[CH3:8]. The catalyst is C(O)C.[Ni]. (6) The reactants are [NH2:1][C:2]1[CH:7]=[CH:6][C:5]([N:8]2[C:14](=[O:15])[CH2:13][C:12](=[O:16])[NH:11][C:10]3[C:17]4[C:22]([CH:23]=[CH:24][C:9]2=3)=[CH:21][CH:20]=[CH:19][CH:18]=4)=[CH:4][CH:3]=1.[CH3:25][C:26]1[C:34]([CH3:35])=[CH:33][CH:32]=[CH:31][C:27]=1[C:28](Cl)=[O:29].C(NC1C=CC(N2C(=O)CC(=O)NC3C4C(C=CC2=3)=CC=CC=4)=CC=1)(=O)C1C=CC=CC=1. No catalyst specified. The product is [CH3:25][C:26]1[C:34]([CH3:35])=[CH:33][CH:32]=[CH:31][C:27]=1[C:28]([NH:1][C:2]1[CH:7]=[CH:6][C:5]([N:8]2[C:14](=[O:15])[CH2:13][C:12](=[O:16])[NH:11][C:10]3[C:17]4[C:22]([CH:23]=[CH:24][C:9]2=3)=[CH:21][CH:20]=[CH:19][CH:18]=4)=[CH:4][CH:3]=1)=[O:29]. The yield is 0.110. (7) The reactants are [Br:1][C:2]1[CH:3]=[C:4]([OH:8])[CH:5]=[CH:6][CH:7]=1.[CH:9]1([CH2:15][CH2:16]C2C=CC=CC=2O)[CH2:14][CH2:13][CH2:12][CH2:11][CH2:10]1.C1(P(C2C=CC=CC=2)C2C=CC=CC=2)C=CC=CC=1.CCOC(/N=N/C(OCC)=O)=O.C1(C)C=CC=CC=1. The catalyst is O1CCCC1. The product is [Br:1][C:2]1[CH:7]=[CH:6][CH:5]=[C:4]([O:8][CH2:16][CH2:15][CH:9]2[CH2:14][CH2:13][CH2:12][CH2:11][CH2:10]2)[CH:3]=1. The yield is 0.940.